Dataset: NCI-60 drug combinations with 297,098 pairs across 59 cell lines. Task: Regression. Given two drug SMILES strings and cell line genomic features, predict the synergy score measuring deviation from expected non-interaction effect. Synergy scores: CSS=55.0, Synergy_ZIP=0.124, Synergy_Bliss=2.27, Synergy_Loewe=-36.9, Synergy_HSA=2.70. Drug 2: CN(CCCl)CCCl.Cl. Cell line: OVCAR-4. Drug 1: CC=C1C(=O)NC(C(=O)OC2CC(=O)NC(C(=O)NC(CSSCCC=C2)C(=O)N1)C(C)C)C(C)C.